The task is: Predict the reactants needed to synthesize the given product.. This data is from Full USPTO retrosynthesis dataset with 1.9M reactions from patents (1976-2016). Given the product [F:3][C:4]1[CH:5]=[C:6]([CH:28]=[C:29]([F:31])[CH:30]=1)[CH2:7][N:8]1[C:16]2[C:11](=[CH:12][CH:13]=[C:14]([NH:17][CH3:32])[CH:15]=2)[C:10]([S:18][C:19]2[CH:24]=[CH:23][CH:22]=[CH:21][C:20]=2[N+:25]([O-:27])=[O:26])=[CH:9]1, predict the reactants needed to synthesize it. The reactants are: IC.[F:3][C:4]1[CH:5]=[C:6]([CH:28]=[C:29]([F:31])[CH:30]=1)[CH2:7][N:8]1[C:16]2[C:11](=[CH:12][CH:13]=[C:14]([NH2:17])[CH:15]=2)[C:10]([S:18][C:19]2[CH:24]=[CH:23][CH:22]=[CH:21][C:20]=2[N+:25]([O-:27])=[O:26])=[CH:9]1.[C:32](=O)([O-])[O-].[Na+].[Na+].